From a dataset of Catalyst prediction with 721,799 reactions and 888 catalyst types from USPTO. Predict which catalyst facilitates the given reaction. (1) Reactant: Br[C:2]1[C:3]2[CH:4]3[CH2:22][CH2:21][N:20](C(OC(C)(C)C)=O)[CH2:19][CH2:18][CH:5]3[N:6](C(OC(C)(C)C)=O)[C:7]=2[CH:8]=[CH:9][CH:10]=1.P([O-])([O-])([O-])=O.[K+].[K+].[K+].[S:38]1[C:42]2[CH:43]=[CH:44][CH:45]=[CH:46][C:41]=2[CH:40]=[C:39]1B(O)O.N#N. Product: [S:38]1[C:42]2[CH:43]=[CH:44][CH:45]=[CH:46][C:41]=2[CH:40]=[C:39]1[C:2]1[C:3]2[C@@H:4]3[CH2:22][CH2:21][NH:20][CH2:19][CH2:18][C@@H:5]3[NH:6][C:7]=2[CH:8]=[CH:9][CH:10]=1. The catalyst class is: 455. (2) Reactant: [Cl:1][C:2]1[N:7]=[C:6]([C:8]([OH:10])=[O:9])[C:5]([CH3:11])=[CH:4][CH:3]=1.CO.[Si](C=[N+]=[N-])(C)(C)[CH3:15]. Product: [Cl:1][C:2]1[N:7]=[C:6]([C:8]([O:10][CH3:15])=[O:9])[C:5]([CH3:11])=[CH:4][CH:3]=1. The catalyst class is: 1. (3) Reactant: [H-].[Na+].[CH3:3][O:4][C:5]1[CH:30]=[CH:29][C:8]([CH2:9][O:10][C:11]2[CH:16]=[CH:15][C:14]([NH:17][C:18]3[N:23]=[CH:22][C:21]4[N:24]=[CH:25][N:26]([CH3:27])[C:20]=4[CH:19]=3)=[C:13]([CH3:28])[CH:12]=2)=[CH:7][CH:6]=1.I[CH3:32]. Product: [CH3:3][O:4][C:5]1[CH:6]=[CH:7][C:8]([CH2:9][O:10][C:11]2[CH:16]=[CH:15][C:14]([N:17]([CH3:32])[C:18]3[N:23]=[CH:22][C:21]4[N:24]=[CH:25][N:26]([CH3:27])[C:20]=4[CH:19]=3)=[C:13]([CH3:28])[CH:12]=2)=[CH:29][CH:30]=1. The catalyst class is: 3. (4) Reactant: [C:1]([O:5][C:6]([C:8]1[C:9]([C:14]2[CH:19]=[CH:18][C:17]([CH2:20][N:21]3[C:25]([CH:26]=[N:27][OH:28])=[C:24](Br)[N:23]=[C:22]3[O:30][CH2:31][CH2:32][CH3:33])=[C:16]([F:34])[CH:15]=2)=[CH:10][CH:11]=[CH:12][CH:13]=1)=[O:7])([CH3:4])([CH3:3])[CH3:2].CO[CH2:37][CH2:38]OC.O.B1(C=C)OB(C=C)OB(C=C)O1.C1C=CN=CC=1.C(=O)([O-])[O-].[K+].[K+]. Product: [C:1]([O:5][C:6]([C:8]1[C:9]([C:14]2[CH:19]=[CH:18][C:17]([CH2:20][N:21]3[C:25]([CH:26]=[N:27][OH:28])=[C:24]([CH:37]=[CH2:38])[N:23]=[C:22]3[O:30][CH2:31][CH2:32][CH3:33])=[C:16]([F:34])[CH:15]=2)=[CH:10][CH:11]=[CH:12][CH:13]=1)=[O:7])([CH3:4])([CH3:3])[CH3:2]. The catalyst class is: 73. (5) Reactant: CCCC[N+](CCCC)(CCCC)CCCC.[F-].C[Si]([C:23]#[C:24][C:25]1[CH:30]=[CH:29][CH:28]=[CH:27][C:26]=1[CH:31]([CH3:36])[C:32]([O:34][CH3:35])=[O:33])(C)C. Product: [C:24]([C:25]1[CH:30]=[CH:29][CH:28]=[CH:27][C:26]=1[CH:31]([CH3:36])[C:32]([O:34][CH3:35])=[O:33])#[CH:23]. The catalyst class is: 1. (6) Reactant: [F:1][C:2]1[C:3]([O:29][CH2:30][C:31]2[CH:36]=[CH:35][CH:34]=[CH:33][CH:32]=2)=[C:4]([C:8]2[N:13]([CH2:14][CH2:15][C:16]3[CH:21]=[CH:20][CH:19]=[CH:18][CH:17]=3)[C:12](=[O:22])[C:11]([C:23]3[NH:24][CH:25]=[CH:26][CH:27]=3)=[C:10]([CH3:28])[N:9]=2)[CH:5]=[CH:6][CH:7]=1.[C:37](=O)([O-])[O-].[Cs+].[Cs+].CI. Product: [F:1][C:2]1[C:3]([O:29][CH2:30][C:31]2[CH:36]=[CH:35][CH:34]=[CH:33][CH:32]=2)=[C:4]([C:8]2[N:13]([CH2:14][CH2:15][C:16]3[CH:21]=[CH:20][CH:19]=[CH:18][CH:17]=3)[C:12](=[O:22])[C:11]([C:23]3[N:24]([CH3:37])[CH:25]=[CH:26][CH:27]=3)=[C:10]([CH3:28])[N:9]=2)[CH:5]=[CH:6][CH:7]=1. The catalyst class is: 3. (7) Reactant: [CH:1]1([CH2:7][N:8]2[C:12](OS(C(F)(F)F)(=O)=O)=[CH:11][C:10]([C:21]([O:23][CH2:24][CH3:25])=[O:22])=[N:9]2)[CH2:6][CH2:5][CH2:4][CH2:3][CH2:2]1.[C:26]([C:30]1[CH:31]=[C:32](B2OC(C)(C)C(C)(C)O2)[CH:33]=[C:34]([C:36]2([CH3:39])[CH2:38][CH2:37]2)[CH:35]=1)([CH3:29])([CH3:28])[CH3:27].C([O-])([O-])=O.[K+].[K+].O. Product: [C:26]([C:30]1[CH:31]=[C:32]([C:12]2[N:8]([CH2:7][CH:1]3[CH2:6][CH2:5][CH2:4][CH2:3][CH2:2]3)[N:9]=[C:10]([C:21]([O:23][CH2:24][CH3:25])=[O:22])[CH:11]=2)[CH:33]=[C:34]([C:36]2([CH3:39])[CH2:38][CH2:37]2)[CH:35]=1)([CH3:29])([CH3:27])[CH3:28]. The catalyst class is: 12.